From a dataset of Forward reaction prediction with 1.9M reactions from USPTO patents (1976-2016). Predict the product of the given reaction. (1) Given the reactants [CH:1]1([NH2:5])[CH2:4][CH2:3][CH2:2]1.C(O)(=O)C.C([BH3-])#N.[Na+].[CH2:14]([O:16][C:17](=[O:27])[C:18]([CH:25]=O)([CH3:24])[CH2:19][CH2:20][CH:21]([CH3:23])[CH3:22])[CH3:15], predict the reaction product. The product is: [CH2:14]([O:16][C:17](=[O:27])[C:18]([CH2:24][NH:5][CH:1]1[CH2:4][CH2:3][CH2:2]1)([CH3:25])[CH2:19][CH2:20][CH:21]([CH3:22])[CH3:23])[CH3:15]. (2) Given the reactants [Cl:1][C:2]1[CH:7]=[CH:6][C:5]([C:8]2[C:12]3[CH2:13][N:14]([C:17](=[O:19])[CH3:18])[CH2:15][CH2:16][C:11]=3[N:10]([CH2:20][CH:21]3[CH2:23][O:22]3)[N:9]=2)=[CH:4][CH:3]=1.[O:24]1[C:28]2([CH2:33][CH2:32][NH:31][CH2:30][CH2:29]2)[O:27][CH2:26][CH2:25]1.C(S([O-])(=O)=O)(F)(F)F.C(S([O-])(=O)=O)(F)(F)F.C(S([O-])(=O)=O)(F)(F)F.[Yb+3].O, predict the reaction product. The product is: [Cl:1][C:2]1[CH:7]=[CH:6][C:5]([C:8]2[C:12]3[CH2:13][N:14]([C:17](=[O:19])[CH3:18])[CH2:15][CH2:16][C:11]=3[N:10]([CH2:20][CH:21]([OH:22])[CH2:23][N:31]3[CH2:32][CH2:33][C:28]4([O:27][CH2:26][CH2:25][O:24]4)[CH2:29][CH2:30]3)[N:9]=2)=[CH:4][CH:3]=1.